From a dataset of Retrosynthesis with 50K atom-mapped reactions and 10 reaction types from USPTO. Predict the reactants needed to synthesize the given product. Given the product COC(=O)c1cnc(OCc2ccc(C(C)C(O)(c3ccnc(Cl)c3)C(F)(F)F)c(Cl)c2)nc1, predict the reactants needed to synthesize it. The reactants are: CC(c1ccc(CO)cc1Cl)C(O)(c1ccnc(Cl)c1)C(F)(F)F.COC(=O)c1cnc(Cl)nc1.